From a dataset of Forward reaction prediction with 1.9M reactions from USPTO patents (1976-2016). Predict the product of the given reaction. (1) Given the reactants [CH3:1][O:2][C:3]([C:5]1[CH:6]=[C:7]([Cl:24])[CH:8]=[C:9]2[C:14]=1[NH:13][CH:12]([C:15]1[CH:20]=[CH:19][CH:18]=[C:17](Br)[CH:16]=1)[C:11]([CH3:23])([CH3:22])[CH2:10]2)=[O:4].C(=O)([O-])[O-].[Cs+].[Cs+].Cl.[C:32]1([CH3:44])[CH:37]=[CH:36][CH:35]=[CH:34][C:33]=1[N:38]1[CH2:43][CH2:42][NH:41][CH2:40][CH2:39]1, predict the reaction product. The product is: [CH3:1][O:2][C:3]([C:5]1[CH:6]=[C:7]([Cl:24])[CH:8]=[C:9]2[C:14]=1[NH:13][CH:12]([C:15]1[CH:20]=[CH:19][CH:18]=[C:17]([N:41]3[CH2:42][CH2:43][N:38]([C:33]4[CH:34]=[CH:35][CH:36]=[CH:37][C:32]=4[CH3:44])[CH2:39][CH2:40]3)[CH:16]=1)[C:11]([CH3:23])([CH3:22])[CH2:10]2)=[O:4]. (2) Given the reactants [CH3:1][C:2]1([CH3:21])[CH2:11][CH2:10][C:9]([CH3:13])([CH3:12])[C:8]2[CH:7]=[C:6]([C:14]#[C:15][C:16]([O:18][CH2:19][CH3:20])=[O:17])[CH:5]=[CH:4][C:3]1=2.[CH3:22]C1C(C#C)=CC2C(C)(C)CCC(C)(C)C=2C=1.COC(Cl)=O.C([Li])CCC, predict the reaction product. The product is: [CH3:22][C:5]1[C:6]([C:14]#[C:15][C:16]([O:18][CH2:19][CH3:20])=[O:17])=[CH:7][C:8]2[C:9]([CH3:12])([CH3:13])[CH2:10][CH2:11][C:2]([CH3:21])([CH3:1])[C:3]=2[CH:4]=1. (3) The product is: [F:56][C:2]1([F:1])[C:6]2[N:7]([CH2:14][C:15]([NH:17][C@H:18]([C:28]3[C:33]([C:65]4[C:73]5[O:72][N:71]=[C:70]([NH:74][S:75]([CH3:78])(=[O:76])=[O:77])[C:69]=5[CH:68]=[CH:67][CH:66]=4)=[CH:32][CH:31]=[C:30]([C:49]#[C:50][C:51]([OH:54])([CH3:53])[CH3:52])[N:29]=3)[CH2:19][C:20]3[CH:21]=[C:22]([F:27])[CH:23]=[C:24]([F:26])[CH:25]=3)=[O:16])[N:8]=[C:9]([C:10]([F:11])([F:12])[F:13])[C:5]=2[C@H:4]2[CH2:55][C@@H:3]12. Given the reactants [F:1][C:2]1([F:56])[C:6]2[N:7]([CH2:14][C:15]([NH:17][C@H:18]([C:28]3[C:33](C4C=CC=C5C=4N(C)N=C5NS(C)(=O)=O)=[CH:32][CH:31]=[C:30]([C:49]#[C:50][C:51]([OH:54])([CH3:53])[CH3:52])[N:29]=3)[CH2:19][C:20]3[CH:25]=[C:24]([F:26])[CH:23]=[C:22]([F:27])[CH:21]=3)=[O:16])[N:8]=[C:9]([C:10]([F:13])([F:12])[F:11])[C:5]=2[C@H:4]2[CH2:55][C@@H:3]12.CC1(C)C(C)(C)OB([C:65]2[C:73]3[O:72][N:71]=[C:70]([NH:74][S:75]([CH3:78])(=[O:77])=[O:76])[C:69]=3[CH:68]=[CH:67][CH:66]=2)O1.FC1(F)C2N(CC(O)=O)N=C(C(F)(F)F)C=2[C@H]2C[C@@H]12.FC(F)(F)C(O)=O, predict the reaction product. (4) Given the reactants CC1(C)[O:6][C@@H:5]([C:7]2[N:8]=[CH:9][C:10]([NH:13][C:14](=[O:34])[C@@H:15]([N:20]3[CH2:28][C:27]4[C:22](=[CH:23][CH:24]=[CH:25][C:26]=4[C:29]([F:32])([F:31])[F:30])[C:21]3=[O:33])[CH2:16][CH:17]([CH3:19])[CH3:18])=[N:11][CH:12]=2)[CH2:4][O:3]1.Cl, predict the reaction product. The product is: [OH:6][C@@H:5]([C:7]1[N:8]=[CH:9][C:10]([NH:13][C:14](=[O:34])[C@@H:15]([N:20]2[CH2:28][C:27]3[C:22](=[CH:23][CH:24]=[CH:25][C:26]=3[C:29]([F:32])([F:30])[F:31])[C:21]2=[O:33])[CH2:16][CH:17]([CH3:19])[CH3:18])=[N:11][CH:12]=1)[CH2:4][OH:3]. (5) Given the reactants [O:1]1[CH2:5]CCC1.C=O.[C:8](=O)([O-])[O-:9].[K+].[K+].[CH3:14][O:15][C:16]([C:18]1([CH2:24][C:25]2[CH:30]=[CH:29][C:28]([Cl:31])=[CH:27][CH:26]=2)[CH2:22][CH2:21][CH2:20][C:19]1=[O:23])=[O:17], predict the reaction product. The product is: [CH3:14][O:15][C:16]([C:18]1([CH2:24][C:25]2[CH:26]=[CH:27][C:28]([Cl:31])=[CH:29][CH:30]=2)[CH2:22][CH2:21][C:20]([CH2:5][OH:1])([CH2:8][OH:9])[C:19]1=[O:23])=[O:17]. (6) Given the reactants [CH3:1][C:2]1([CH3:12])[O:6][C@@H:5]([CH2:7]C(O)=O)[C:4](=[O:11])[O:3]1.C([N:15]([CH2:18]C)CC)C.C1([O:26]P(N=[N+]=[N-])(=O)OC2C=CC=CC=2)C=CC=CC=1.[CH2:39]([OH:46])[C:40]1[CH:45]=[CH:44][CH:43]=[CH:42][CH:41]=1, predict the reaction product. The product is: [CH2:39]([O:46][C:18](=[O:26])[NH:15][CH2:7][C@H:5]1[C:4](=[O:11])[O:3][C:2]([CH3:1])([CH3:12])[O:6]1)[C:40]1[CH:45]=[CH:44][CH:43]=[CH:42][CH:41]=1.